From a dataset of Experimentally validated miRNA-target interactions with 360,000+ pairs, plus equal number of negative samples. Binary Classification. Given a miRNA mature sequence and a target amino acid sequence, predict their likelihood of interaction. (1) The miRNA is hsa-miR-4761-3p with sequence GAGGGCAUGCGCACUUUGUCC. The protein sequence of the target gene is MSEPAPEVPEELFREVKYYAVGDIDPQVIQLLKAGKAKEVSYNALASHIISEDGDNPEVGEAREVFDLPVVKPSWVTLSVQCGALLPVNGFSPESCQIFFGLTACLSQVSSEDRSALWALVTFHGGSCQLNLNKKCTHLIVPEPKGEKYERAVKRTSIKIVTPDWVLDCVSEKRRKDEAFYHPRLIIYEEEEEEEEEGDNEEQDSQNEGSTEKSSVASSAVASPAEQPCSPKPRAEVSKGELMFDDSSDSSPEKQERSLNWAPAEAPPLNTAQRRLPQGKGPGLINLCANVPPVPGDILP.... Result: 0 (no interaction). (2) The miRNA is hsa-miR-4705 with sequence UCAAUCACUUGGUAAUUGCUGU. The protein sequence of the target gene is MSPEKQHREEDEVDSVLLSASKILNSSEGVKESGCSDTEYGCIAESENQIQPQSALKVLQQQLESFQALRMQTLQNVSMVQSEISEILNKSIIEVENPQFSSEKNLVFGTRIEKDLPTENQEENLSMEKSHHFEDSKTLHSVEEKLSGDSVNSLPQSVNVPSQIHSEDTLTLRTSTDNLSSNIIIHPSENSDILKNYNNFYRFLPTAPPNVMSQADTVILDKSKITVPFLKHGFCENLDDICHSIKQMKEELQKSHDGEVALTNELQTLQTDPDVHRNGKYDMSPIHQDKMNFIKEENLD.... Result: 0 (no interaction). (3) The miRNA is hsa-miR-15b-5p with sequence UAGCAGCACAUCAUGGUUUACA. The protein sequence of the target gene is MDGIVPDIAVGTKRGSDELFSTCVTNGPFIMSSNSASAANGNDSKKFKGDSRSAGVPSRVIHIRKLPIDVTEGEVISLGLPFGKVTNLLMLKGKNQAFIEMNTEEAANTMVNYYTSVTPVLRGQPIYIQFSNHKELKTDSSPNQARAQAALQAVNSVQSGNLALAASAAAVDAGMAMAGQSPVLRIIVENLFYPVTLDVLHQIFSKFGTVLKIITFTKNNQFQALLQYADPVSAQHAKLSLDGQNIYNACCTLRIDFSKLTSLNVKYNNDKSRDYTRPDLPSGDSQPSLDQTMAAAFGLS.... Result: 1 (interaction). (4) Result: 0 (no interaction). The protein sequence of the target gene is MELSADYLREKLRQDLEAEHVEVEDTTLNRCATSFRVLVVSAKFEGKPLLQRHRLVNECLAEELPHIHAFEQKTLTPEQWTRQRRE. The miRNA is hsa-miR-6769a-5p with sequence AGGUGGGUAUGGAGGAGCCCU. (5) The protein sequence of the target gene is MGSEKEQRPEAHLPEEGEGAKPWRVDGSKDSQITPREDHGQESLLAGLHGTHPPKTRQKVTAQAGGPGDPMLFSSPETDEKLFICAQCGKTFNNTSNLRTHQRIHTGEKPYKCSECGKSFSRSSNRIRHERIHLEEKHYQCAKCQESFRRRSDLTTHQQDHLGQRPYRCDICGKSFTQSSTLAVHHRTHLEPAPYICCECGKSFSNSSSFGVHHRTHTGERPYECTECGRTFSDISNFGAHQRTHRGEKPYRCTLCGKHFSRSSNLIRHQKTHLGEQDEKDFS. The miRNA is mmu-miR-466i-5p with sequence UGUGUGUGUGUGUGUGUGUG. Result: 1 (interaction). (6) The miRNA is hsa-miR-181b-5p with sequence AACAUUCAUUGCUGUCGGUGGGU. The protein sequence of the target gene is MTEDSQRNFRSVYYEKVGFRGVEEKKSLEILLKDDRLDTEKLCTFSQRFPLPSMYRALVWKVLLGILPPHHESHAKVMMYRKEQYLDVLHALKVVRFVSDATPQAEVYLRMYQLESGKLPRSPSFPLEPDDEVFLAIAKAMEEMVEDSVDCYWITRRFVNQLNTKYRDSLPQLPKAFEQYLNLEDGRLLTHLRMCSAAPKLPYDLWFKRCFAGCLPESSLQRVWDKVVSGSCKILVFVAVEILLTFKIKVMALNSAEKITKFLENIPQDSSDAIVSKAIDLWHKHCGTPVHSS. Result: 1 (interaction). (7) The miRNA is hsa-miR-7977 with sequence UUCCCAGCCAACGCACCA. The protein sequence of the target gene is MSTGPIPPASEEGSFVSAPSFRSKQRKILHLLLERNTSFTIRSDFPESPKDKLHDSANLSILSGGTPKCCLDLSNLSSGEMSASPLTTSADLEDNGSLDSSGPLDRQLTGKDFHQDLMKGIPVQLLCSTPNAMNHGHRKKIAKRSTSAHKENINTSLKALEWEAPRTPRFRKMPGGPLTSPLCELEMKHLGSPITTVPKLSQNVKLEDQERISEDPMECSLGDQDAKGLSLRKMVPLCDMNAIQMEEEESGSELLIGDFSKVCVLPTVPGKHPDLKYISPDTVAALLSGKFQSVIERFYI.... Result: 0 (no interaction). (8) The miRNA is mmu-miR-743b-5p with sequence UGUUCAGACUGGUGUCCAUCA. Result: 0 (no interaction). The protein sequence of the target gene is MDGGQPVPSPLVPLGNGSDYSMSLEQKTTFVFVILLFIFLGILIVRCFRILLDPYRSMPTSTWADGLEGLEKGQFDHALA. (9) The miRNA is hsa-miR-6785-5p with sequence UGGGAGGGCGUGGAUGAUGGUG. The protein sequence of the target gene is MKSHYIVLALASLTFLLCLPVSQSCNKALCASDVSKCLIQELCQCRPGEGNCPCCKECMLCLGALWDECCDCVGMCNPRNYSDTPPTSKSTVEELHEPIPSLFRALTEGDTQLNWNIVSFPVAEELSHHENLVSFLETVNQLHHQNVSVPSNNVHAPFPSDKERMCTVVYFDDCMSIHQCKISCESMGASKYRWFHNACCECIGPECIDYGSKTVKCMNCMF. Result: 0 (no interaction).